From a dataset of Forward reaction prediction with 1.9M reactions from USPTO patents (1976-2016). Predict the product of the given reaction. (1) Given the reactants [H-].[Na+].[CH3:3][C:4]1[C:12]2[C:11]([O:13][CH:14]3[CH2:19][CH2:18][CH:17]([NH:20][C:21](=[O:27])[O:22][C:23]([CH3:26])([CH3:25])[CH3:24])[CH2:16][CH2:15]3)=[N:10][CH:9]=[N:8][C:7]=2[S:6][C:5]=1[CH3:28].I[CH3:30], predict the reaction product. The product is: [CH3:3][C:4]1[C:12]2[C:11]([O:13][CH:14]3[CH2:15][CH2:16][CH:17]([N:20]([CH3:30])[C:21](=[O:27])[O:22][C:23]([CH3:24])([CH3:25])[CH3:26])[CH2:18][CH2:19]3)=[N:10][CH:9]=[N:8][C:7]=2[S:6][C:5]=1[CH3:28]. (2) Given the reactants [OH-].[Na+].O.O.[I:5][C:6]1[CH:7]=[C:8]([CH:15]=[C:16]([I:19])[C:17]=1[OH:18])[CH2:9][C@@H:10]([C:12]([OH:14])=[O:13])[NH2:11].S([O-])([O-])(=O)=O.[Cu+2:25], predict the reaction product. The product is: [Cu:25].[I:5][C:6]1[CH:7]=[C:8]([CH:15]=[C:16]([I:19])[C:17]=1[OH:18])[CH2:9][C@@H:10]([C:12]([OH:14])=[O:13])[NH2:11].